From a dataset of Experimentally validated miRNA-target interactions with 360,000+ pairs, plus equal number of negative samples. Binary Classification. Given a miRNA mature sequence and a target amino acid sequence, predict their likelihood of interaction. (1) Result: 1 (interaction). The protein sequence of the target gene is MTMQPAIQVWFGEDLPLSPRCPLTPRHGPGLADVCQYDEWIAVRHEATLLPMQEDLSIWLSGLLGVDIKAERLLEELDNGVLLCQLINVLQNMVKGCHSDEPGNFPMRKVPCKKDAASGSFFARDNTANFLHWCRHIGVDETYLFESEGLVLHKDPRQVYLCLLEIGRIVSRYGVEPPVLVKLEKEIELEETLLNASGLEESISIPKSCCQQEELHEAVKHIAEDPPCSCSHRFSIEYLSEGRYRLGEKILFIRMLHGKHVMVRVGGGWDTLQGFLLKYDPCRILQFATLEQKILAFQKG.... The miRNA is mmu-miR-762 with sequence GGGGCUGGGGCCGGGACAGAGC. (2) Result: 0 (no interaction). The protein sequence of the target gene is METIWIYQFRLIVIGDSTVGKSCLLHRFTQGRFPGLHSPACDPTVGVDFFSRLLEIEPGKRIKLQLWDTAGQERFRSITRSYYRNSVGGFLVFDITNRRSFEHVKDWLEEAKMHVQPFQIVFLLVGHKCDLASQRQVSREEAERLSTDCGMKYIETSAKDATNVEESFTILTRDIYELIKKGEICIQDGWEGVKSGFVPNTVHSSEEAVKPRKECFC. The miRNA is mmu-miR-883b-5p with sequence UACUGAGAAUGGGUAGCAGUCA.